From a dataset of Peptide-MHC class II binding affinity with 134,281 pairs from IEDB. Regression. Given a peptide amino acid sequence and an MHC pseudo amino acid sequence, predict their binding affinity value. This is MHC class II binding data. (1) The peptide sequence is FGQNTGAIAAAEARY. The MHC is DRB1_0901 with pseudo-sequence DRB1_0901. The binding affinity (normalized) is 0.733. (2) The peptide sequence is ETVEKIVDQYREPVK. The MHC is H-2-IAb with pseudo-sequence H-2-IAb. The binding affinity (normalized) is 0.268. (3) The peptide sequence is FFVFLALAGRSCTEE. The MHC is DRB3_0101 with pseudo-sequence DRB3_0101. The binding affinity (normalized) is 0. (4) The peptide sequence is ALAQSRYWRIGEMYQGL. The MHC is DRB1_0701 with pseudo-sequence DRB1_0701. The binding affinity (normalized) is 0. (5) The peptide sequence is VCGMFTNRSGSQQW. The MHC is HLA-DQA10102-DQB10602 with pseudo-sequence HLA-DQA10102-DQB10602. The binding affinity (normalized) is 0. (6) The peptide sequence is MLMTGGVTLVRKNRW. The MHC is DRB4_0103 with pseudo-sequence DRB4_0103. The binding affinity (normalized) is 0.872.